This data is from Full USPTO retrosynthesis dataset with 1.9M reactions from patents (1976-2016). The task is: Predict the reactants needed to synthesize the given product. (1) The reactants are: C(NC(C)C)(C)C.[CH2:8]([Li])[CH2:9][CH2:10][CH3:11].[CH3:13][O:14][C:15](=[O:25])[CH2:16][C:17]1[CH:22]=[CH:21][C:20]([S:23][CH3:24])=[CH:19][CH:18]=1.[O:26]1CCC[CH2:27]1. Given the product [CH3:13][O:14][C:15](=[O:25])[CH:16]([C:17]1[CH:22]=[CH:21][C:20]([S:23][CH3:24])=[CH:19][CH:18]=1)[CH2:11][C@H:10]1[CH2:9][CH2:8][CH2:27][O:26]1, predict the reactants needed to synthesize it. (2) Given the product [CH2:1]([O:3][C:4](=[O:27])[NH:5][C:6]1[CH:11]=[CH:10][C:9]([NH:12][CH2:13][C:14]2[C:18]3[CH:19]=[C:20]([F:23])[CH:21]=[CH:22][C:17]=3[O:16][CH:15]=2)=[CH:8][C:7]=1[NH2:24])[CH3:2], predict the reactants needed to synthesize it. The reactants are: [CH2:1]([O:3][C:4](=[O:27])[NH:5][C:6]1[CH:11]=[CH:10][C:9]([NH:12][CH2:13][C:14]2[C:18]3[CH:19]=[C:20]([F:23])[CH:21]=[CH:22][C:17]=3[O:16][CH:15]=2)=[CH:8][C:7]=1[N+:24]([O-])=O)[CH3:2].